Dataset: Catalyst prediction with 721,799 reactions and 888 catalyst types from USPTO. Task: Predict which catalyst facilitates the given reaction. (1) Reactant: [C:1]([O:5][C:6]([N:8]1[CH2:13][CH2:12][CH2:11][CH:10]([CH2:14][C:15]([OH:17])=O)[CH2:9]1)=[O:7])([CH3:4])([CH3:3])[CH3:2].[CH2:18]([CH2:20][NH2:21])[OH:19].C1C=CC2N(O)N=NC=2C=1.Cl. Product: [C:1]([O:5][C:6]([N:8]1[CH2:13][CH2:12][CH2:11][CH:10]([CH2:14][C:15]([NH:21][CH2:20][CH2:18][OH:19])=[O:17])[CH2:9]1)=[O:7])([CH3:2])([CH3:3])[CH3:4]. The catalyst class is: 236. (2) Reactant: [Cl:1][C:2]1[CH:7]=[CH:6][C:5]([C:8]2[CH:13]=[CH:12][C:11]([CH3:14])=[C:10]([CH2:15][C:16]([NH:18][C:19]3([C:27]([O:29]C)=O)[CH2:24][CH2:23][C:22]([F:26])([F:25])[CH2:21][CH2:20]3)=[O:17])[C:9]=2[CH3:31])=[CH:4][CH:3]=1.CN(C)C(=O)C.CC(C)([O-])C.[K+].Cl. Product: [Cl:1][C:2]1[CH:7]=[CH:6][C:5]([C:8]2[CH:13]=[CH:12][C:11]([CH3:14])=[C:10]([C:15]3[C:16](=[O:17])[NH:18][C:19]4([CH2:20][CH2:21][C:22]([F:26])([F:25])[CH2:23][CH2:24]4)[C:27]=3[OH:29])[C:9]=2[CH3:31])=[CH:4][CH:3]=1. The catalyst class is: 6. (3) Reactant: [H-].[Na+].[CH2:3]([O:10][C:11](=[O:20])[NH:12][C:13]1[CH:18]=[CH:17][C:16]([OH:19])=[CH:15][N:14]=1)[C:4]1[CH:9]=[CH:8][CH:7]=[CH:6][CH:5]=1.CC1C=CC(S(O[CH2:32][C@H:33]2[O:35][CH2:34]2)(=O)=O)=CC=1.C(=O)(O)[O-].[Na+]. Product: [CH2:3]([O:10][C:11]([NH:12][C:13]1[CH:18]=[CH:17][C:16]([O:19][CH2:32][C@H:33]2[O:35][CH2:34]2)=[CH:15][N:14]=1)=[O:20])[C:4]1[CH:9]=[CH:8][CH:7]=[CH:6][CH:5]=1. The catalyst class is: 9. (4) Product: [F:20][CH:21]([F:32])[O:22][C:23]1[CH:30]=[CH:29][C:26]([CH:27]([C:9]2([C:4]3[CH:5]=[C:6]([F:8])[CH:7]=[C:2]([F:1])[CH:3]=3)[S:10][CH2:11][CH2:12][CH2:13][S:14]2)[OH:28])=[CH:25][C:24]=1[CH3:31]. Reactant: [F:1][C:2]1[CH:3]=[C:4]([CH:9]2[S:14][CH2:13][CH2:12][CH2:11][S:10]2)[CH:5]=[C:6]([F:8])[CH:7]=1.[Li]CCCC.[F:20][CH:21]([F:32])[O:22][C:23]1[CH:30]=[CH:29][C:26]([CH:27]=[O:28])=[CH:25][C:24]=1[CH3:31]. The catalyst class is: 1. (5) Reactant: [Cl:1][C:2]1[CH:7]=[CH:6][C:5]([NH:8][C:9]2[S:10][CH:11]=[CH:12][N:13]=2)=[CH:4][C:3]=1[OH:14].[CH3:15][C:16]([CH3:21])=[CH:17][CH:18](O)[CH3:19].C1C=CC(P(C2C=CC=CC=2)C2C=CC=CC=2)=CC=1.CCOC(/N=N/C(OCC)=O)=O. Product: [Cl:1][C:2]1[CH:7]=[CH:6][C:5]([NH:8][C:9]2[S:10][CH:11]=[CH:12][N:13]=2)=[CH:4][C:3]=1[O:14][CH:18]([CH:17]=[C:16]([CH3:21])[CH3:15])[CH3:19]. The catalyst class is: 1. (6) Reactant: C(OC(N1CCC[CH:10]([C:14]([S:28][CH2:29][CH3:30])([C:16](=[O:27])[NH:17][C:18]2[CH:22]=[C:21]([C:23]([CH3:26])([CH3:25])[CH3:24])[O:20][N:19]=2)[CH3:15])C1)=O)(C)(C)C.Cl. Product: [C:23]([C:21]1[O:20][N:19]=[C:18]([NH:17][C:16](=[O:27])[C:14]([CH3:10])([S:28][CH2:29][CH:30]2[CH2:10][CH2:14][CH2:16][NH:17][CH2:18]2)[CH3:15])[CH:22]=1)([CH3:24])([CH3:25])[CH3:26]. The catalyst class is: 326. (7) Reactant: [Cl:1][C:2]1[CH:3]=[CH:4][C:5]2[C:6]3[C:14](=O)[NH:13][CH:12]=[C:11]([C:16]#[N:17])[C:7]=3[NH:8][C:9]=2[CH:10]=1.O=P(Cl)(Cl)[Cl:20]. Product: [Cl:20][C:14]1[C:6]2[C:5]3[CH:4]=[CH:3][C:2]([Cl:1])=[CH:10][C:9]=3[NH:8][C:7]=2[C:11]([C:16]#[N:17])=[CH:12][N:13]=1.[ClH:1]. The catalyst class is: 12. (8) Reactant: [CH:1]([C:3]1[CH:8]=[CH:7][C:6]([C:9]#[C:10][CH2:11][CH2:12][O:13][S:14]([C:17]2[CH:22]=[CH:21][C:20]([CH3:23])=[CH:19][CH:18]=2)(=[O:16])=[O:15])=[CH:5][CH:4]=1)=O.[NH:24]1[CH2:29][CH2:28][CH2:27][CH2:26][CH2:25]1.C(O[BH-](OC(=O)C)OC(=O)C)(=O)C.[Na+].[OH-].[Na+]. Product: [N:24]1([CH2:1][C:3]2[CH:8]=[CH:7][C:6]([C:9]#[C:10][CH2:11][CH2:12][O:13][S:14]([C:17]3[CH:22]=[CH:21][C:20]([CH3:23])=[CH:19][CH:18]=3)(=[O:16])=[O:15])=[CH:5][CH:4]=2)[CH2:29][CH2:28][CH2:27][CH2:26][CH2:25]1. The catalyst class is: 322. (9) Reactant: [C:1]([O:5][C:6](=[O:28])[NH:7][C@H:8]([CH2:16][N:17]1C(=O)C2C(=CC=CC=2)C1=O)[CH2:9][C:10]1[CH:15]=[CH:14][CH:13]=[CH:12][CH:11]=1)([CH3:4])([CH3:3])[CH3:2].Cl.O1CCOCC1. Product: [C:1]([O:5][C:6](=[O:28])[NH:7][C@H:8]([CH2:16][NH2:17])[CH2:9][C:10]1[CH:15]=[CH:14][CH:13]=[CH:12][CH:11]=1)([CH3:2])([CH3:4])[CH3:3]. The catalyst class is: 5. (10) Reactant: [NH2:1][C:2]1[CH:3]=[CH:4][C:5]([S:10]([CH:13]([CH3:15])[CH3:14])(=[O:12])=[O:11])=[C:6]([CH:9]=1)[C:7]#[N:8].[C:16]([O-:19])(O)=O.[Na+].C(Cl)(Cl)=O.[CH3:25][CH2:26][N:27](CC)[CH2:28][CH3:29].N1CCCC1. Product: [C:7]([C:6]1[CH:9]=[C:2]([NH:1][C:16]([N:27]2[CH2:28][CH2:29][CH2:25][CH2:26]2)=[O:19])[CH:3]=[CH:4][C:5]=1[S:10]([CH:13]([CH3:15])[CH3:14])(=[O:12])=[O:11])#[N:8]. The catalyst class is: 2.